Dataset: Experimentally validated miRNA-target interactions with 360,000+ pairs, plus equal number of negative samples. Task: Binary Classification. Given a miRNA mature sequence and a target amino acid sequence, predict their likelihood of interaction. (1) The miRNA is hsa-miR-3605-3p with sequence CCUCCGUGUUACCUGUCCUCUAG. The protein sequence of the target gene is MAMDSKKEIRLKRELGYFWGTNFLIINIIGAGIFVSPKGVLQHSSMNVGVSLCVWAVCAVLTLTSALCSAEIGITFPYSGAHYYFLKRCFGPLVAFLRLWTSLFLGPGLIASQALLLAEYGVQPFYPSCSAPILPRKCLALAMLWIVGILNSRGVKELSWLQTVSSVLKVGILGVISLSGLFLLVRGKKENVQRLQNAFDAEFPEVSQLIEAIFQGYFAFSGGGCFTCIAGELKKPSKTIPRCIFTGLPLVTVVYLLANISYLTVLTPQEMLSSDAVALTWTDRVIPQFTWTVPFAISAS.... Result: 0 (no interaction). (2) The miRNA is mmu-miR-292a-3p with sequence AAAGUGCCGCCAGGUUUUGAGUGU. The protein sequence of the target gene is MEYEVKKGKKGFVSPIRRLVFPKAGRRAACRSSVSRRPLHSMPLYPPDYLIDPQILLCDYLEKEVKFLGHLTWVTSSLNPSSRDELLQLLDTARQLKELPLKTTAEQDSILSLSARCLLLTWRDNEELILRIPTHEIAAASYLQDDALHLLVLKTGLGVDPVPAGVDASPGGAGRDPGPPGGAPEKRRVGTAERRHTICSLDWRMGWGGGAAEARAGGGGGGSLERQRAGARASGSWERRQTFSGSWERRHGGGGGGGGAGKPGGSWERRQAGSGGGGSWERRHPGPNPLDPQDPSPDAY.... Result: 0 (no interaction). (3) The miRNA is hsa-miR-6838-5p with sequence AAGCAGCAGUGGCAAGACUCCU. The protein sequence of the target gene is MVKETTYYDVLGVKPNATQEELKKAYRKLALKYHPDKNPNEGEKFKQISQAYEVLSDAKKRELYDKGGEQAIKEGGAGGGFGSPMDIFDMFFGGGGRMQRERRGKNVVHQLSVTLEDLYNGATRKLALQKNVICDKCEGRGGKKGAVECCPNCRGTGMQIRIHQIGPGMVQQIQSVCMECQGHGERISPKDRCKSCNGRKIVREKKILEVHIDKGMKDGQKITFHGEGDQEPGLEPGDIIIVLDQKDHAVFTRRGEDLFMCMDIQLVEALCGFQKPISTLDNRTIVITSHPGQIVKHGDI.... Result: 1 (interaction). (4) The miRNA is hsa-miR-6778-5p with sequence AGUGGGAGGACAGGAGGCAGGU. The protein sequence of the target gene is MAAVSISVSLRQAMLGRRAMATAAVSVCRVPSRLLSTSTWKLADNQTRDTQLITVDEKLDITTLTGVPEEHIKTRKVRIFVPARNNMQSGVNNTKKWKMEFDTRERWENPLMGWASTADPLSNMVLTFSAKEDAIAFAEKNGWSYDVEEKKVPKPKSKSYGANFSWNKRTRVSTK. Result: 0 (no interaction).